From a dataset of Cav3 T-type calcium channel HTS with 100,875 compounds. Binary Classification. Given a drug SMILES string, predict its activity (active/inactive) in a high-throughput screening assay against a specified biological target. (1) The molecule is S(CC(=O)Nc1cc2OCCOc2cc1)c1n(nnn1)CC. The result is 0 (inactive). (2) The compound is S=C(NCCc1c2c([nH]c1)cccc2)Nc1cc(cc(c1)C)C. The result is 1 (active). (3) The compound is O=C(Nc1c(OCC)cccc1)C1CCC(CC1)CNC1=C(N2CCOCC2)C(=O)C1=O. The result is 0 (inactive). (4) The drug is O1C2(CCCCC2)C(OC)=CC1=O. The result is 0 (inactive). (5) The compound is O(C(C)(C)C)C(=O)C(NC(=O)c1[nH]cnc1C(=O)Nc1ccc(OC)cc1)C. The result is 0 (inactive).